From a dataset of Experimentally validated miRNA-target interactions with 360,000+ pairs, plus equal number of negative samples. Binary Classification. Given a miRNA mature sequence and a target amino acid sequence, predict their likelihood of interaction. (1) The miRNA is hsa-miR-483-5p with sequence AAGACGGGAGGAAAGAAGGGAG. The protein sequence of the target gene is MTSPSPRIQIISTDSAVASPQRIQIVTDQQTGQKIQIVTAVDASGSSKQQFILTSPDGAGTGKVILASPETSSAKQLIFTTSDNLVPGRIQIVTDSASVERLLGKADVQRPQVVEYCVVCGDKASGRHYGAVSCEGCKGFFKRSVRKNLTYSCRSSQDCIINKHHRNRCQFCRLKKCLEMGMKMESVQSERKPFDVQREKPSNCAASTEKIYIRKDLRSPLIATPTFVADKDGARQTGLLDPGMLVNIQQPLIREDGTVLLAADSKAETSQGALGTLANVVTSLANLSESLNNGDASEMQ.... Result: 0 (no interaction). (2) The miRNA is hsa-miR-16-2-3p with sequence CCAAUAUUACUGUGCUGCUUUA. The protein sequence of the target gene is MPANWTSPQKSSALAPEDHGSSYEGSVSFRDVAIDFSREEWRHLDPSQRNLYRDVMLETYSHLLSVGYQVPEAEVVMLEQGKEPWALQGERPRQSCPGEKLWDHNQCRKILSYKQVSSQPQKMYPGEKAYECAKFEKIFTQKSQLKVHLKVLAGEKLYVCIECGKAFVQKPEFIIHQKTHMREKPFKCNECGKSFFQVSSLFRHQRIHTGEKLYECSQCGKGFSYNSDLSIHEKIHTGERHHECTDCGKAFTQKSTLKMHQKIHTGERSYICIECGQAFIQKTHLIAHRRIHTGEKPYEC.... Result: 1 (interaction).